The task is: Predict the product of the given reaction.. This data is from Forward reaction prediction with 1.9M reactions from USPTO patents (1976-2016). (1) Given the reactants C([O:8][C:9]1[CH:23]=[CH:22][C:12]([CH2:13][C@@H:14]2[O:18][C:17]([CH3:20])([CH3:19])[O:16][C:15]2=[O:21])=[CH:11][CH:10]=1)C1C=CC=CC=1, predict the reaction product. The product is: [OH:8][C:9]1[CH:23]=[CH:22][C:12]([CH2:13][C@@H:14]2[O:18][C:17]([CH3:20])([CH3:19])[O:16][C:15]2=[O:21])=[CH:11][CH:10]=1. (2) Given the reactants Br[C:2]1[CH:3]=[C:4]2[C:8](=[CH:9][CH:10]=1)[N:7]([CH:11]([CH3:13])[CH3:12])[CH:6]=[CH:5]2.[NH2:14][C:15]1[CH:24]=[CH:23][C:22]([CH:25]2[CH2:27][CH2:26]2)=[CH:21][C:16]=1[C:17]([O:19][CH3:20])=[O:18].C1(P(C2CCCCC2)C2C=CC=CC=2C2C(C(C)C)=CC(C(C)C)=CC=2C(C)C)CCCCC1.P([O-])([O-])([O-])=O.[K+].[K+].[K+], predict the reaction product. The product is: [CH:25]1([C:22]2[CH:23]=[CH:24][C:15]([NH:14][C:2]3[CH:3]=[C:4]4[C:8](=[CH:9][CH:10]=3)[N:7]([CH:11]([CH3:13])[CH3:12])[CH:6]=[CH:5]4)=[C:16]([CH:21]=2)[C:17]([O:19][CH3:20])=[O:18])[CH2:26][CH2:27]1.